Dataset: Full USPTO retrosynthesis dataset with 1.9M reactions from patents (1976-2016). Task: Predict the reactants needed to synthesize the given product. Given the product [CH3:1][C:2]1([NH:21][C:22]2[N:23]=[CH:24][C:25]([C:28]([F:29])([F:30])[F:31])=[CH:34][N:33]=2)[CH2:6][CH2:5][CH2:4][CH:3]1[NH:7][C:8](=[O:20])[C:9]1[CH:14]=[CH:13][CH:12]=[CH:11][C:10]=1[N:15]1[N:16]=[CH:17][CH:18]=[N:19]1, predict the reactants needed to synthesize it. The reactants are: [CH3:1][C:2]1([NH:21][C:22]2C=N[C:25]([C:28]([F:31])([F:30])[F:29])=[CH:24][N:23]=2)[CH2:6][CH2:5][CH2:4][CH:3]1[NH:7][C:8](=[O:20])[C:9]1[CH:14]=[CH:13][CH:12]=[CH:11][C:10]=1[N:15]1[N:19]=[CH:18][CH:17]=[N:16]1.Cl.[NH2:33][C:34]1(C)CCCC1NC(=O)C1C=CC=CC=1N1N=CC=N1.ClC1N=CC(C(F)(F)F)=CN=1.